Dataset: Forward reaction prediction with 1.9M reactions from USPTO patents (1976-2016). Task: Predict the product of the given reaction. (1) Given the reactants [CH3:1][N:2]([CH3:15])[CH2:3][CH2:4][NH:5][C:6]1[C:11]([F:12])=[CH:10][CH:9]=[CH:8][C:7]=1[CH2:13][OH:14], predict the reaction product. The product is: [CH3:1][N:2]([CH3:15])[CH2:3][CH2:4][NH:5][C:6]1[C:11]([F:12])=[CH:10][CH:9]=[CH:8][C:7]=1[CH:13]=[O:14]. (2) Given the reactants [BH4-].[Li+].[F:3][C:4]1[CH:9]=[CH:8][C:7]([CH:10]([NH:15][C:16](=[O:38])[CH:17]=[C:18]2[CH2:23][CH2:22][N:21]([S:24]([C:27]3[CH:32]=[CH:31][C:30]([O:33][C:34]([F:37])([F:36])[F:35])=[CH:29][CH:28]=3)(=[O:26])=[O:25])[CH2:20][CH2:19]2)[C:11](OC)=[O:12])=[CH:6][CH:5]=1, predict the reaction product. The product is: [F:3][C:4]1[CH:9]=[CH:8][C:7]([CH:10]([NH:15][C:16](=[O:38])[CH:17]=[C:18]2[CH2:23][CH2:22][N:21]([S:24]([C:27]3[CH:32]=[CH:31][C:30]([O:33][C:34]([F:35])([F:37])[F:36])=[CH:29][CH:28]=3)(=[O:26])=[O:25])[CH2:20][CH2:19]2)[CH2:11][OH:12])=[CH:6][CH:5]=1. (3) Given the reactants [C:1]([C:5]1[CH:6]=[C:7]([NH:20][C:21]([NH:23][C@@H:24]2[C:33]3[C:28](=[CH:29][CH:30]=[CH:31][CH:32]=3)[C@H:27]([O:34][C:35]3[CH:36]=[CH:37][C:38]4[N:39]([C:41]([N:44]([CH:48]([CH3:50])[CH3:49])[CH:45]([CH3:47])[CH3:46])=[N:42][N:43]=4)[CH:40]=3)[CH2:26][CH2:25]2)=[O:22])[N:8]([C:10]2[CH:15]=[CH:14][CH:13]=[C:12]([O:16][CH2:17][CH2:18][OH:19])[CH:11]=2)[N:9]=1)([CH3:4])([CH3:3])[CH3:2].CCN(C(C)C)C(C)C.[CH3:60][S:61](Cl)(=[O:63])=[O:62], predict the reaction product. The product is: [C:1]([C:5]1[CH:6]=[C:7]([NH:20][C:21]([NH:23][C@@H:24]2[C:33]3[C:28](=[CH:29][CH:30]=[CH:31][CH:32]=3)[C@H:27]([O:34][C:35]3[CH:36]=[CH:37][C:38]4[N:39]([C:41]([N:44]([CH:45]([CH3:46])[CH3:47])[CH:48]([CH3:50])[CH3:49])=[N:42][N:43]=4)[CH:40]=3)[CH2:26][CH2:25]2)=[O:22])[N:8]([C:10]2[CH:11]=[C:12]([CH:13]=[CH:14][CH:15]=2)[O:16][CH2:17][CH2:18][O:19][S:61]([CH3:60])(=[O:63])=[O:62])[N:9]=1)([CH3:4])([CH3:2])[CH3:3]. (4) The product is: [C:1]([O:5][C:6](=[O:27])[N:7]([C:19]1[CH:24]=[CH:23][C:22]([NH:25][C:68](=[O:69])[CH2:67][N:61]2[CH2:66][CH2:65][CH2:64][CH2:63][CH2:62]2)=[C:21]([CH3:26])[CH:20]=1)[CH2:8][C:9]1[CH:14]=[CH:13][C:12]([C:15]([F:17])([F:16])[F:18])=[CH:11][CH:10]=1)([CH3:4])([CH3:3])[CH3:2]. Given the reactants [C:1]([O:5][C:6](=[O:27])[N:7]([C:19]1[CH:24]=[CH:23][C:22]([NH2:25])=[C:21]([CH3:26])[CH:20]=1)[CH2:8][C:9]1[CH:14]=[CH:13][C:12]([C:15]([F:18])([F:17])[F:16])=[CH:11][CH:10]=1)([CH3:4])([CH3:3])[CH3:2].F[P-](F)(F)(F)(F)F.N1(OC(N(C)C)=[N+](C)C)C2N=CC=CC=2N=N1.CCN(C(C)C)C(C)C.[N:61]1([CH2:67][C:68](O)=[O:69])[CH2:66][CH2:65][CH2:64][CH2:63][CH2:62]1, predict the reaction product. (5) Given the reactants CO[C:3]([CH:5]1[CH2:9][CH:8]([N:10]2[CH:14]=[C:13]([C:15]3[CH:16]=[N:17][C:18]([NH2:33])=[C:19]([O:21][CH:22]([C:24]4[C:29]([Cl:30])=[CH:28][CH:27]=[C:26]([F:31])[C:25]=4[Cl:32])[CH3:23])[CH:20]=3)[CH:12]=[N:11]2)[CH2:7][NH:6]1)=[O:4].[CH3:34][NH2:35], predict the reaction product. The product is: [CH3:34][NH:35][C:3]([CH:5]1[CH2:9][CH:8]([N:10]2[CH:14]=[C:13]([C:15]3[CH:16]=[N:17][C:18]([NH2:33])=[C:19]([O:21][CH:22]([C:24]4[C:29]([Cl:30])=[CH:28][CH:27]=[C:26]([F:31])[C:25]=4[Cl:32])[CH3:23])[CH:20]=3)[CH:12]=[N:11]2)[CH2:7][NH:6]1)=[O:4]. (6) Given the reactants [NH2:1][C:2]1[CH:7]=[CH:6][C:5]([N:8]2[CH2:13][CH2:12][N:11]([C:14]([O:16][C:17]([CH3:20])([CH3:19])[CH3:18])=[O:15])[CH2:10][CH2:9]2)=[CH:4][C:3]=1[CH2:21][NH2:22].C1N=CN([C:28](N2C=NC=C2)=[O:29])C=1, predict the reaction product. The product is: [O:29]=[C:28]1[NH:22][CH2:21][C:3]2[C:2](=[CH:7][CH:6]=[C:5]([N:8]3[CH2:13][CH2:12][N:11]([C:14]([O:16][C:17]([CH3:19])([CH3:18])[CH3:20])=[O:15])[CH2:10][CH2:9]3)[CH:4]=2)[NH:1]1. (7) Given the reactants [CH:1]([O:4][C:5]1[CH:10]=[CH:9][C:8]([CH2:11]O)=[C:7]([CH3:13])[CH:6]=1)([CH3:3])[CH3:2].[BrH:14], predict the reaction product. The product is: [Br:14][CH2:11][C:8]1[CH:9]=[CH:10][C:5]([O:4][CH:1]([CH3:3])[CH3:2])=[CH:6][C:7]=1[CH3:13]. (8) Given the reactants [OH:1][C:2]1[CH:10]=[CH:9][C:8]([S:11](=[O:14])(=[O:13])[NH2:12])=[CH:7][C:3]=1[C:4]([OH:6])=[O:5].[CH:15]1N=CN(C(N2C=NC=C2)=O)C=1.CO, predict the reaction product. The product is: [CH3:15][O:5][C:4](=[O:6])[C:3]1[CH:7]=[C:8]([S:11](=[O:14])(=[O:13])[NH2:12])[CH:9]=[CH:10][C:2]=1[OH:1]. (9) Given the reactants [F:1]C1C=CC(S(Cl)(=O)=O)=CC=1.F[CH:13]1[CH:18]2[CH2:19][CH:15]([CH:16]([C:30]([O:32][CH2:33][CH3:34])=[O:31])[N:17]2[S:20]([C:23]2[CH:28]=[CH:27][C:26]([F:29])=[CH:25][CH:24]=2)(=[O:22])=[O:21])[CH2:14]1, predict the reaction product. The product is: [F:1][CH:14]1[CH2:13][CH:18]2[CH2:19][CH:15]1[CH:16]([C:30]([O:32][CH2:33][CH3:34])=[O:31])[N:17]2[S:20]([C:23]1[CH:28]=[CH:27][C:26]([F:29])=[CH:25][CH:24]=1)(=[O:21])=[O:22].